Dataset: Kir2.1 potassium channel HTS with 301,493 compounds. Task: Binary Classification. Given a drug SMILES string, predict its activity (active/inactive) in a high-throughput screening assay against a specified biological target. (1) The molecule is O1C2(OCC1)CCN(CC2)CC(=O)c1c(n(c2c1cc(OC)cc2)Cc1ccccc1)C. The result is 0 (inactive). (2) The compound is O=C1C(CC(=O)Nc2c(cccc2)C)(C(=O)c2c1cccc2)c1ccc(N(C)C)cc1. The result is 0 (inactive). (3) The compound is S(c1nc2nc3CCCCc3cc2c(n1)N)CC(=O)Nc1c(OC)cc(OC)cc1. The result is 0 (inactive). (4) The compound is S(=O)(=O)(N1CCc2c(C1)cccc2)c1ccc(cc1)C(=O)Nc1scc(n1)c1ccc(cc1)C#N. The result is 0 (inactive). (5) The result is 0 (inactive). The compound is O=C(N1CCc2c(C1)cccc2)CS(=O)Cc1nc(oc1C)c1ccc(OC)cc1.